Dataset: Reaction yield outcomes from USPTO patents with 853,638 reactions. Task: Predict the reaction yield, written as a fraction of the theoretical maximum amount of product (1.0 means a 100% yield; for example, 0.34 means a 34% yield). (1) The reactants are [NH2:1][C:2]1[CH:9]=[CH:8][CH:7]=[CH:6][C:3]=1[CH2:4]O.[BrH:10].[C:11]1([P:17]([C:24]2[CH:29]=[CH:28][CH:27]=[CH:26][CH:25]=2)[C:18]2[CH:23]=[CH:22][CH:21]=[CH:20][CH:19]=2)[CH:16]=[CH:15][CH:14]=[CH:13][CH:12]=1. The catalyst is C(#N)C. The product is [Br-:10].[C:24]1([P+:17]([C:11]2[CH:12]=[CH:13][CH:14]=[CH:15][CH:16]=2)([C:18]2[CH:23]=[CH:22][CH:21]=[CH:20][CH:19]=2)[CH2:4][C:3]2[CH:6]=[CH:7][CH:8]=[CH:9][C:2]=2[NH2:1])[CH:25]=[CH:26][CH:27]=[CH:28][CH:29]=1. The yield is 0.880. (2) The reactants are [NH2:1][C:2]1[N:6]([CH3:7])[N:5]=[C:4]([C@H:8]2[CH2:12][CH2:11][CH2:10][NH:9]2)[CH:3]=1.[CH:13]([O:15][CH2:16][C:17]1[CH:22]=[CH:21][CH:20]=[CH:19][CH:18]=1)=[O:14].C1(=O)CCCCC1. The catalyst is C(O)(=O)C. The product is [NH2:1][C:2]1[N:6]([CH3:7])[N:5]=[C:4]([C@H:8]2[CH2:12][CH2:11][CH2:10][NH:9]2)[C:3]=1[C:17]1[CH2:22][CH2:21][CH2:20][CH2:19][CH:18]=1.[CH:13]([O:15][CH2:16][C:17]1[CH:22]=[CH:21][CH:20]=[CH:19][CH:18]=1)=[O:14]. The yield is 0.751. (3) The reactants are [BH4-].[Na+].[CH:3]([C:5]1[CH:9]=[C:8]([C:10]2[CH:11]=[C:12]([C:16]([NH:19][S:20]([CH2:23][C:24]([F:27])([F:26])[F:25])(=[O:22])=[O:21])([CH3:18])[CH3:17])[CH:13]=[CH:14][CH:15]=2)[N:7]([CH3:28])[N:6]=1)=[O:4].[NH4+].[Cl-]. The catalyst is CCO. The product is [OH:4][CH2:3][C:5]1[CH:9]=[C:8]([C:10]2[CH:11]=[C:12]([C:16]([NH:19][S:20]([CH2:23][C:24]([F:27])([F:26])[F:25])(=[O:22])=[O:21])([CH3:18])[CH3:17])[CH:13]=[CH:14][CH:15]=2)[N:7]([CH3:28])[N:6]=1. The yield is 0.880. (4) The reactants are [CH3:1][O:2][CH2:3][CH2:4][O:5][C:6]1[CH:11]=[CH:10][C:9](/[CH:12]=[CH:13]/[C:14]([O:16]CC)=[O:15])=[C:8]([O:19][CH2:20][C:21]2[N:22]=[C:23]([C:27]3[CH:32]=[CH:31][CH:30]=[CH:29][CH:28]=3)[O:24][C:25]=2[CH3:26])[CH:7]=1.[OH-].[Na+]. The catalyst is O1CCCC1.C(O)C. The yield is 0.960. The product is [CH3:1][O:2][CH2:3][CH2:4][O:5][C:6]1[CH:11]=[CH:10][C:9](/[CH:12]=[CH:13]/[C:14]([OH:16])=[O:15])=[C:8]([O:19][CH2:20][C:21]2[N:22]=[C:23]([C:27]3[CH:32]=[CH:31][CH:30]=[CH:29][CH:28]=3)[O:24][C:25]=2[CH3:26])[CH:7]=1. (5) The reactants are Br[C:2]1[CH:7]=[CH:6][N:5]=[C:4]([CH:8]2[CH2:13][CH2:12][O:11][CH2:10][CH2:9]2)[CH:3]=1.[F:14][C:15]1[CH:20]=[C:19]([C:21]([O:23][CH3:24])=[O:22])[C:18]([F:25])=[CH:17][C:16]=1[NH:26][S:27]([C:30]1[N:35]=[CH:34][C:33](B(O)O)=[CH:32][CH:31]=1)(=[O:29])=[O:28].C(=O)([O-])[O-].[Na+].[Na+]. The catalyst is O1CCOCC1.O.C1C=CC(P(C2C=CC=CC=2)[C-]2C=CC=C2)=CC=1.C1C=CC(P(C2C=CC=CC=2)[C-]2C=CC=C2)=CC=1.Cl[Pd]Cl.[Fe+2]. The product is [F:25][C:18]1[CH:17]=[C:16]([NH:26][S:27]([C:30]2[CH:31]=[CH:32][C:33]([C:2]3[CH:7]=[CH:6][N:5]=[C:4]([CH:8]4[CH2:13][CH2:12][O:11][CH2:10][CH2:9]4)[CH:3]=3)=[CH:34][N:35]=2)(=[O:29])=[O:28])[C:15]([F:14])=[CH:20][C:19]=1[C:21]([O:23][CH3:24])=[O:22]. The yield is 0.290. (6) The reactants are [I-].[CH3:2][O:3][C:4]1[CH:9]=[CH:8][C:7]([C:10]2[CH:11]=[N+:12]([CH2:16][CH2:17][CH3:18])[CH:13]=[CH:14][CH:15]=2)=[CH:6][C:5]=1[N+:19]([O-:21])=[O:20].[BH3-]C#N.[Na+]. The catalyst is CO. The product is [CH3:2][O:3][C:4]1[CH:9]=[CH:8][C:7]([C:10]2[CH2:11][N:12]([CH2:16][CH2:17][CH3:18])[CH2:13][CH2:14][CH:15]=2)=[CH:6][C:5]=1[N+:19]([O-:21])=[O:20]. The yield is 0.450.